The task is: Predict which catalyst facilitates the given reaction.. This data is from Catalyst prediction with 721,799 reactions and 888 catalyst types from USPTO. Reactant: [NH2:1][CH2:2][CH2:3][CH2:4][OH:5].Cl[C:7]([C:20]1[CH:25]=[CH:24][CH:23]=[CH:22][CH:21]=1)([C:14]1[CH:19]=[CH:18][CH:17]=[CH:16][CH:15]=1)[C:8]1[CH:13]=[CH:12][CH:11]=[CH:10][CH:9]=1.C(N(CC)CC)C. Product: [OH:5][CH2:4][CH2:3][CH2:2][NH:1][C:7]([C:8]1[CH:13]=[CH:12][CH:11]=[CH:10][CH:9]=1)([C:20]1[CH:21]=[CH:22][CH:23]=[CH:24][CH:25]=1)[C:14]1[CH:15]=[CH:16][CH:17]=[CH:18][CH:19]=1. The catalyst class is: 46.